Dataset: Forward reaction prediction with 1.9M reactions from USPTO patents (1976-2016). Task: Predict the product of the given reaction. (1) Given the reactants [CH3:1][O:2][C:3]1[C:8]([O:9][CH3:10])=[CH:7][N:6]=[C:5]([N:11]2[C:20](=[O:21])[C:19]3[C:14](=[CH:15][C:16]([C:23]([OH:25])=O)=[C:17]([F:22])[CH:18]=3)[NH:13][C:12]2=[S:26])[N:4]=1.CCN(C(C)C)C(C)C.CN(C(ON1N=NC2C=CC=NC1=2)=[N+](C)C)C.F[P-](F)(F)(F)(F)F.[Cl:60][C:61]1[CH:68]=[CH:67][C:64]([CH2:65][NH2:66])=[CH:63][CH:62]=1, predict the reaction product. The product is: [Cl:60][C:61]1[CH:68]=[CH:67][C:64]([CH2:65][NH:66][C:23]([C:16]2[CH:15]=[C:14]3[C:19]([C:20](=[O:21])[N:11]([C:5]4[N:4]=[C:3]([O:2][CH3:1])[C:8]([O:9][CH3:10])=[CH:7][N:6]=4)[C:12](=[S:26])[NH:13]3)=[CH:18][C:17]=2[F:22])=[O:25])=[CH:63][CH:62]=1. (2) The product is: [CH2:23]([O:20][C:19]([CH:13]1[CH2:12][CH:11]2[CH:16]([CH2:17][CH2:18][CH:9]([CH2:8][CH2:7][C:6]3[N:5]=[N:4][NH:3][N:2]=3)[CH2:10]2)[CH2:15][NH:14]1)=[O:21])[CH3:24]. Given the reactants O.[NH:2]1[C:6]([CH2:7][CH2:8][CH:9]2[CH2:18][CH2:17][CH:16]3[CH:11]([CH2:12][CH:13]([C:19]([OH:21])=[O:20])[NH:14][CH2:15]3)[CH2:10]2)=[N:5][N:4]=[N:3]1.Cl.[CH2:23](O)[CH3:24], predict the reaction product.